From a dataset of Full USPTO retrosynthesis dataset with 1.9M reactions from patents (1976-2016). Predict the reactants needed to synthesize the given product. (1) Given the product [CH2:7]([N:14]([CH2:15][C@@H:16]1[CH2:17][CH2:18][C@H:19]([CH2:22][CH2:23][OH:25])[CH2:20][CH2:21]1)[CH2:7][C:8]1[CH:9]=[CH:10][CH:11]=[CH:12][CH:13]=1)[C:8]1[CH:13]=[CH:12][CH:11]=[CH:10][CH:9]=1, predict the reactants needed to synthesize it. The reactants are: [H-].[H-].[H-].[H-].[Li+].[Al+3].[CH2:7]([NH:14][CH2:15][C@@H:16]1[CH2:21][CH2:20][C@H:19]([CH2:22][C:23]([O:25]CC)=O)[CH2:18][CH2:17]1)[C:8]1[CH:13]=[CH:12][CH:11]=[CH:10][CH:9]=1.[F-].[K+]. (2) Given the product [F:34][C:35]([F:41])([F:40])[CH2:36][C:37]([N:42]1[CH2:47][CH2:46][CH2:45][C@@H:44]([NH:48][C:49]2[CH:54]=[CH:53][N:52]=[C:51]([C:55]3[N:59]4[CH:60]=[C:61]([C:64]#[N:65])[CH:62]=[CH:63][C:58]4=[N:57][CH:56]=3)[N:50]=2)[CH2:43]1)=[O:38], predict the reactants needed to synthesize it. The reactants are: F[P-](F)(F)(F)(F)F.CN(C(=[N+](C)C)ON1C2=NC=CC=C2N=N1)C.C(N(C(C)C)CC)(C)C.[F:34][C:35]([F:41])([F:40])[CH2:36][C:37](O)=[O:38].[NH:42]1[CH2:47][CH2:46][CH2:45][C@@H:44]([NH:48][C:49]2[CH:54]=[CH:53][N:52]=[C:51]([C:55]3[N:59]4[CH:60]=[C:61]([C:64]#[N:65])[CH:62]=[CH:63][C:58]4=[N:57][CH:56]=3)[N:50]=2)[CH2:43]1. (3) Given the product [CH:7]1([CH2:10][O:11][CH2:12][C:13]2[N:18]=[C:17]3[N:19]([CH2:22][CH3:23])[N:20]=[CH:21][C:16]3=[C:15]([C:24]3[CH:25]=[N:26][CH:27]=[C:28]([CH3:30])[CH:29]=3)[C:14]=2/[CH:31]=[CH:34]/[C:35]([O:4][CH2:2][CH3:5])=[O:36])[CH2:8][CH2:9]1, predict the reactants needed to synthesize it. The reactants are: C[C:2]([CH3:5])([O-:4])C.[K+].[CH:7]1([CH2:10][O:11][CH2:12][C:13]2[N:18]=[C:17]3[N:19]([CH2:22][CH3:23])[N:20]=[CH:21][C:16]3=[C:15]([C:24]3[CH:25]=[N:26][CH:27]=[C:28]([CH3:30])[CH:29]=3)[C:14]=2[CH:31]=O)[CH2:9][CH2:8]1.C1C[O:36][CH2:35][CH2:34]1. (4) Given the product [CH3:10][S:11][C:12]1[N:17]=[CH:16][C:15]2[C:18]([C:20]3[N:21]([CH3:25])[CH:22]=[CH:23][N:24]=3)=[C:2]([C:1]([O:8][CH3:9])=[O:7])[C:3](=[O:5])[N:26]([CH2:27][C:28]3[CH:33]=[CH:32][C:31]([O:34][CH3:35])=[C:30]([Cl:36])[CH:29]=3)[C:14]=2[N:13]=1, predict the reactants needed to synthesize it. The reactants are: [C:1]([O:8][CH3:9])(=[O:7])[CH2:2][C:3]([O:5]C)=O.[CH3:10][S:11][C:12]1[N:17]=[CH:16][C:15]([C:18]([C:20]2[N:21]([CH3:25])[CH:22]=[CH:23][N:24]=2)=O)=[C:14]([NH:26][CH2:27][C:28]2[CH:33]=[CH:32][C:31]([O:34][CH3:35])=[C:30]([Cl:36])[CH:29]=2)[N:13]=1.N1C=CC=CC=1.C(=O)([O-])O.[Na+]. (5) Given the product [CH3:10][O:11][C:12]([C:14]1[C:23]2[O:22][CH2:21][CH2:20][NH:19][C:18]=2[CH:17]=[CH:16][CH:15]=1)=[O:13], predict the reactants needed to synthesize it. The reactants are: B(F)(F)F.CCOCC.[CH3:10][O:11][C:12]([C:14]1[C:23]2[O:22][CH2:21][C:20](=O)[NH:19][C:18]=2[CH:17]=[CH:16][CH:15]=1)=[O:13].[BH4-].[Na+].Cl.C([O-])(O)=O.[Na+]. (6) Given the product [CH3:23][C:21]([CH3:24])([S@@:19]([NH:18][C@:10]([C:11]1[CH:16]=[CH:15][CH:14]=[CH:13][C:12]=1[F:17])([CH:9]([F:25])[F:8])[CH2:2][C:3]([O:5][CH2:6][CH3:7])=[O:4])=[O:20])[CH3:22], predict the reactants needed to synthesize it. The reactants are: Br[CH2:2][C:3]([O:5][CH2:6][CH3:7])=[O:4].[F:8][CH:9]([F:25])/[C:10](=[N:18]\[S@:19]([C:21]([CH3:24])([CH3:23])[CH3:22])=[O:20])/[C:11]1[CH:16]=[CH:15][CH:14]=[CH:13][C:12]=1[F:17]. (7) The reactants are: Br[CH2:2][C:3]1[CH:8]=[CH:7][C:6]([NH:9][C:10](=[O:15])[C:11]([F:14])([F:13])[F:12])=[CH:5][C:4]=1[C:16]([F:19])([F:18])[F:17].[CH2:20]([N:22]1[CH2:27][CH2:26][NH:25][CH2:24][CH2:23]1)[CH3:21]. Given the product [F:12][C:11]([F:14])([F:13])[C:10]([NH:9][C:6]1[CH:7]=[CH:8][C:3]([CH2:2][N:25]2[CH2:26][CH2:27][N:22]([CH2:20][CH3:21])[CH2:23][CH2:24]2)=[C:4]([C:16]([F:19])([F:18])[F:17])[CH:5]=1)=[O:15], predict the reactants needed to synthesize it. (8) Given the product [Cl:8][C:5]1[CH:6]=[CH:7][C:2]2[NH:1][CH:12]=[N:11][C:9](=[O:10])[C:3]=2[N:4]=1, predict the reactants needed to synthesize it. The reactants are: [NH2:1][C:2]1[C:3]([C:9]([NH2:11])=[O:10])=[N:4][C:5]([Cl:8])=[CH:6][CH:7]=1.[CH:12](OCC)(OCC)OCC. (9) Given the product [ClH:1].[Cl:8][C:4]1[CH:5]=[CH:6][CH:7]=[C:2]([Cl:1])[C:3]=1[CH:9]1[CH2:10][CH2:11][N:12]([CH2:15][C:17]2[NH:18][C:19]3[C:24]([CH:25]=2)=[CH:23][CH:22]=[CH:21][CH:20]=3)[CH2:13][CH2:14]1, predict the reactants needed to synthesize it. The reactants are: [Cl:1][C:2]1[CH:7]=[CH:6][CH:5]=[C:4]([Cl:8])[C:3]=1[CH:9]1[CH2:14][CH2:13][N:12]([C:15]([C:17]2[NH:18][C:19]3[C:24]([CH:25]=2)=[CH:23][CH:22]=[CH:21][CH:20]=3)=O)[CH2:11][CH2:10]1.CCOCC.Cl. (10) Given the product [NH2:4][C:5]1[CH:10]=[C:9]([C:11]2[CH:16]=[CH:15][C:14]([Cl:17])=[C:13]([O:18][CH3:19])[C:12]=2[F:20])[N:8]=[C:7]([C:21]([O:23][CH3:24])=[O:22])[C:6]=1[O:25][CH3:26], predict the reactants needed to synthesize it. The reactants are: C([NH:4][C:5]1[CH:10]=[C:9]([C:11]2[CH:16]=[CH:15][C:14]([Cl:17])=[C:13]([O:18][CH3:19])[C:12]=2[F:20])[N:8]=[C:7]([C:21]([O:23][CH3:24])=[O:22])[C:6]=1[O:25][CH3:26])(=O)C.C(Cl)(=O)C.